Dataset: Reaction yield outcomes from USPTO patents with 853,638 reactions. Task: Predict the reaction yield, written as a fraction of the theoretical maximum amount of product (1.0 means a 100% yield; for example, 0.34 means a 34% yield). (1) The reactants are [CH3:1][C:2]1[C:7]([CH3:8])=[CH:6][C:5]([S:9]([NH:12][C:13]2[CH:14]=[CH:15][CH:16]=[C:17]3[C:22]=2[N:21]=[CH:20][CH:19]=[CH:18]3)(=[O:11])=[O:10])=[C:4]([N+:23]([O-])=O)[CH:3]=1.O.O.[Sn](Cl)Cl. No catalyst specified. The product is [NH2:23][C:4]1[CH:3]=[C:2]([CH3:1])[C:7]([CH3:8])=[CH:6][C:5]=1[S:9]([NH:12][C:13]1[CH:14]=[CH:15][CH:16]=[C:17]2[C:22]=1[N:21]=[CH:20][CH:19]=[CH:18]2)(=[O:11])=[O:10]. The yield is 0.660. (2) The reactants are [F:1][C:2]1[N:7]=[C:6](I)[C:5]([O:9][CH3:10])=[CH:4][CH:3]=1.C([Sn](CCCC)(CCCC)[C:16]1[CH:21]=[CH:20][CH:19]=[CH:18][N:17]=1)CCC. The catalyst is CN(C)C=O.[Cu]=O. The product is [F:1][C:2]1[N:7]=[C:6]([C:16]2[CH:21]=[CH:20][CH:19]=[CH:18][N:17]=2)[C:5]([O:9][CH3:10])=[CH:4][CH:3]=1. The yield is 0.180. (3) The reactants are [NH2:1][C:2]1[CH:3]=[CH:4][CH:5]=[C:6]2[C:10]=1[N:9]([CH2:11][O:12][CH3:13])[C:8]([C:14]([O:16][CH2:17][CH3:18])=[O:15])=[CH:7]2.[S:19]1[CH:23]=[CH:22][CH:21]=[C:20]1[S:24](Cl)(=[O:26])=[O:25]. The catalyst is N1C=CC=CC=1. The product is [CH3:13][O:12][CH2:11][N:9]1[C:10]2[C:6](=[CH:5][CH:4]=[CH:3][C:2]=2[NH:1][S:24]([C:20]2[S:19][CH:23]=[CH:22][CH:21]=2)(=[O:26])=[O:25])[CH:7]=[C:8]1[C:14]([O:16][CH2:17][CH3:18])=[O:15]. The yield is 0.930.